Dataset: Forward reaction prediction with 1.9M reactions from USPTO patents (1976-2016). Task: Predict the product of the given reaction. (1) Given the reactants [C:1]1([S:11](Cl)(=[O:13])=[O:12])[C:10]2[C:5](=[CH:6][CH:7]=[CH:8][CH:9]=2)[CH:4]=[CH:3][CH:2]=1.[NH2:15][C:16]1[CH:17]=[CH:18][CH:19]=[C:20]2[C:24]=1[NH:23][CH:22]=[C:21]2CCN(C)C.[CH2:30]([N:32]([CH:36](C)C)[CH:33](C)C)[CH3:31], predict the reaction product. The product is: [CH3:33][N:32]([CH3:36])[CH2:30][CH2:31][N:23]1[C:24]2[C:20](=[CH:19][CH:18]=[CH:17][C:16]=2[NH:15][S:11]([C:1]2[C:10]3[C:5](=[CH:6][CH:7]=[CH:8][CH:9]=3)[CH:4]=[CH:3][CH:2]=2)(=[O:13])=[O:12])[CH:21]=[CH:22]1. (2) The product is: [Cl:25][C:22]1[CH:23]=[CH:24][C:19]([C:7]2[N:8]([CH2:11][C:12]3[CH:17]=[CH:16][CH:15]=[C:14]([F:18])[CH:13]=3)[C:9](=[O:10])[N:5]([CH2:4][C:3]([OH:28])=[O:2])[N:6]=2)=[C:20]([O:26][CH3:27])[CH:21]=1. Given the reactants C[O:2][C:3](=[O:28])[CH2:4][N:5]1[C:9](=[O:10])[N:8]([CH2:11][C:12]2[CH:17]=[CH:16][CH:15]=[C:14]([F:18])[CH:13]=2)[C:7]([C:19]2[CH:24]=[CH:23][C:22]([Cl:25])=[CH:21][C:20]=2[O:26][CH3:27])=[N:6]1.[OH-].[Li+].O, predict the reaction product. (3) Given the reactants [N+:1]([C:4]1[CH:9]=[CH:8][C:7]([C:10]2[O:14][CH:13]=[N:12][CH:11]=2)=[C:6]([CH:15]=[CH2:16])[CH:5]=1)([O-])=O, predict the reaction product. The product is: [CH2:15]([C:6]1[CH:5]=[C:4]([CH:9]=[CH:8][C:7]=1[C:10]1[O:14][CH:13]=[N:12][CH:11]=1)[NH2:1])[CH3:16]. (4) The product is: [C:1]([C:5]1[CH:17]=[CH:16][C:8]2[S:9][C:10]([C:12]([OH:14])=[O:13])=[CH:11][C:7]=2[CH:6]=1)([CH3:4])([CH3:2])[CH3:3]. Given the reactants [C:1]([C:5]1[CH:17]=[CH:16][C:8]2[S:9][C:10]([C:12]([O:14]C)=[O:13])=[CH:11][C:7]=2[CH:6]=1)([CH3:4])([CH3:3])[CH3:2].O.[OH-].[Li+].O, predict the reaction product. (5) Given the reactants Cl[C:2]1[CH:7]=[CH:6][N:5]2[N:8]=[CH:9][C:10]([CH:11]=O)=[C:4]2[N:3]=1.[NH:13]1[CH2:19][C:17](=[O:18])[NH:16][C:14]1=[O:15].CC[N:22](C(C)C)C(C)C.C([O-])(=O)C.[NH4+], predict the reaction product. The product is: [NH2:22][C:2]1[CH:7]=[CH:6][N:5]2[N:8]=[CH:9][C:10]([CH:11]=[C:19]3[NH:13][C:14](=[O:15])[NH:16][C:17]3=[O:18])=[C:4]2[N:3]=1. (6) Given the reactants [Cl:1][C:2]1[CH:38]=[CH:37][C:36]([CH2:39][CH2:40][O:41][CH3:42])=[CH:35][C:3]=1[CH2:4][N:5]([CH:32]1[CH2:34][CH2:33]1)[C:6](=[O:31])[CH:7]([CH2:11][C:12]1[CH:17]=[CH:16][C:15]([O:18][CH2:19][CH2:20][O:21][C:22]2[C:27]([Cl:28])=[CH:26][C:25]([CH3:29])=[CH:24][C:23]=2[Cl:30])=[CH:14][CH:13]=1)[C:8](=O)[CH3:9].C([O-])(=O)C.[NH4+:47].C([BH3-])#N.[Na+], predict the reaction product. The product is: [NH2:47][CH:8]([CH3:9])[CH:7]([CH2:11][C:12]1[CH:17]=[CH:16][C:15]([O:18][CH2:19][CH2:20][O:21][C:22]2[C:23]([Cl:30])=[CH:24][C:25]([CH3:29])=[CH:26][C:27]=2[Cl:28])=[CH:14][CH:13]=1)[C:6]([N:5]([CH2:4][C:3]1[CH:35]=[C:36]([CH2:39][CH2:40][O:41][CH3:42])[CH:37]=[CH:38][C:2]=1[Cl:1])[CH:32]1[CH2:34][CH2:33]1)=[O:31]. (7) Given the reactants [Na:1].CC1(C)O[C@H](C[O:9][C:10]2[CH:15]=[CH:14][N:13]=[C:12]([CH2:16][S:17]([C:19]3[NH:23][C:22]4[CH:24]=[CH:25][CH:26]=[CH:27][C:21]=4[N:20]=3)=[O:18])[C:11]=2[CH3:28])CO1.[CH3:30][C:31]1([CH3:43])[CH2:36][O:35][C:34]2([CH2:41][CH2:40][CH:39](O)[CH2:38][CH2:37]2)[O:33][CH2:32]1, predict the reaction product. The product is: [Na:1].[CH3:30][C:31]1([CH3:43])[CH2:32][O:33][C:34]2([CH2:37][CH2:38][CH:39]([O:9][C:10]3[CH:15]=[CH:14][N:13]=[C:12]([CH2:16][S:17]([C:19]4[NH:23][C:22]5[CH:24]=[CH:25][CH:26]=[CH:27][C:21]=5[N:20]=4)=[O:18])[C:11]=3[CH3:28])[CH2:40][CH2:41]2)[O:35][CH2:36]1.